From a dataset of Reaction yield outcomes from USPTO patents with 853,638 reactions. Predict the reaction yield, written as a fraction of the theoretical maximum amount of product (1.0 means a 100% yield; for example, 0.34 means a 34% yield). The reactants are C([O-])=O.[NH4+].[CH2:5]([O:12][C:13]1[C:18]([O:19][CH3:20])=[CH:17][C:16]([C:21](=[O:23])[CH3:22])=[C:15]([N+:24]([O-])=O)[CH:14]=1)[C:6]1[CH:11]=[CH:10][CH:9]=[CH:8][CH:7]=1.C1(C)C=CC=CC=1. The catalyst is [Fe].O. The product is [NH2:24][C:15]1[CH:14]=[C:13]([O:12][CH2:5][C:6]2[CH:11]=[CH:10][CH:9]=[CH:8][CH:7]=2)[C:18]([O:19][CH3:20])=[CH:17][C:16]=1[C:21](=[O:23])[CH3:22]. The yield is 0.900.